From a dataset of Reaction yield outcomes from USPTO patents with 853,638 reactions. Predict the reaction yield, written as a fraction of the theoretical maximum amount of product (1.0 means a 100% yield; for example, 0.34 means a 34% yield). (1) The yield is 0.270. The product is [Cl:8][C:7]1[CH:6]=[C:5]([N+:9]([O-:11])=[O:10])[C:4]([NH:31][C:28]2[CH:27]=[C:26]([O:25][CH:22]([CH3:24])[CH3:23])[NH:30][N:29]=2)=[N:3][C:2]=1[Cl:1]. The catalyst is C1COCC1. The reactants are [Cl:1][C:2]1[C:7]([Cl:8])=[CH:6][C:5]([N+:9]([O-:11])=[O:10])=[C:4](Cl)[N:3]=1.CCN(C(C)C)C(C)C.[CH:22]([O:25][C:26]1[NH:30][N:29]=[C:28]([NH2:31])[CH:27]=1)([CH3:24])[CH3:23]. (2) The reactants are [N+:1]([C:4]1[CH:5]=[C:6]([CH:10]=[C:11]([C:13]([F:16])([F:15])[F:14])[CH:12]=1)[C:7]([OH:9])=[O:8])([O-])=O. The catalyst is CO.[Pd]. The product is [NH2:1][C:4]1[CH:5]=[C:6]([CH:10]=[C:11]([C:13]([F:14])([F:15])[F:16])[CH:12]=1)[C:7]([OH:9])=[O:8]. The yield is 0.920.